From a dataset of Forward reaction prediction with 1.9M reactions from USPTO patents (1976-2016). Predict the product of the given reaction. (1) Given the reactants [Cl:1][C:2]1[CH:7]=[CH:6][CH:5]=[CH:4][C:3]=1[CH2:8][C:9]([NH:11][NH2:12])=O.[CH3:13][C:14]1[CH:19]=[CH:18][CH:17]=[CH:16][C:15]=1[N:20]=[C:21]=[S:22], predict the reaction product. The product is: [Cl:1][C:2]1[CH:7]=[CH:6][CH:5]=[CH:4][C:3]=1[CH2:8][C:9]1[N:20]([C:15]2[CH:16]=[CH:17][CH:18]=[CH:19][C:14]=2[CH3:13])[C:21](=[S:22])[NH:12][N:11]=1. (2) Given the reactants [CH2:1]([O:8][C:9]([NH:11][C:12]1([CH2:16][C:17]([OH:19])=[O:18])[CH2:15][O:14][CH2:13]1)=[O:10])[C:2]1[CH:7]=[CH:6][CH:5]=[CH:4][CH:3]=1.Br[CH2:21][C:22]([C:24]1[CH:29]=[CH:28][C:27]([O:30][C:31]([F:34])([F:33])[F:32])=[CH:26][CH:25]=1)=[O:23].C(N(CC)CC)C, predict the reaction product. The product is: [CH2:1]([O:8][C:9]([NH:11][C:12]1([CH2:16][C:17]([O:19][CH2:21][C:22](=[O:23])[C:24]2[CH:29]=[CH:28][C:27]([O:30][C:31]([F:32])([F:33])[F:34])=[CH:26][CH:25]=2)=[O:18])[CH2:13][O:14][CH2:15]1)=[O:10])[C:2]1[CH:7]=[CH:6][CH:5]=[CH:4][CH:3]=1.